Dataset: Reaction yield outcomes from USPTO patents with 853,638 reactions. Task: Predict the reaction yield, written as a fraction of the theoretical maximum amount of product (1.0 means a 100% yield; for example, 0.34 means a 34% yield). (1) The reactants are C[O:2][C:3](=O)[CH2:4][C:5]([NH:7][C:8]1[CH:13]=[CH:12][C:11]([O:14][CH2:15][C:16]2[CH:21]=[CH:20][CH:19]=[CH:18][C:17]=2[F:22])=[CH:10][CH:9]=1)=[O:6].[OH-].[NH4+:25]. No catalyst specified. The product is [F:22][C:17]1[CH:18]=[CH:19][CH:20]=[CH:21][C:16]=1[CH2:15][O:14][C:11]1[CH:12]=[CH:13][C:8]([NH:7][C:5](=[O:6])[CH2:4][C:3]([NH2:25])=[O:2])=[CH:9][CH:10]=1. The yield is 0.300. (2) The reactants are [Cl:1][C:2]1[CH:29]=[CH:28][C:5]2[N:6]([CH2:19][C:20]3[CH:25]=[CH:24][C:23]([O:26][CH3:27])=[CH:22][CH:21]=3)[C:7](=[O:18])[CH2:8][N:9]=[C:10]([C:11]3[CH:16]=[CH:15][C:14]([F:17])=[CH:13][CH:12]=3)[C:4]=2[CH:3]=1.CC(C)([O-])C.[K+].[CH3:36][C:37]1[CH:44]=[CH:43][CH:42]=[CH:41][C:38]=1[CH2:39]Br. The catalyst is C1COCC1. The product is [Cl:1][C:2]1[CH:29]=[CH:28][C:5]2[N:6]([CH2:19][C:20]3[CH:25]=[CH:24][C:23]([O:26][CH3:27])=[CH:22][CH:21]=3)[C:7](=[O:18])[CH:8]([CH2:36][C:37]3[CH:44]=[CH:43][CH:42]=[CH:41][C:38]=3[CH3:39])[N:9]=[C:10]([C:11]3[CH:16]=[CH:15][C:14]([F:17])=[CH:13][CH:12]=3)[C:4]=2[CH:3]=1. The yield is 0.390. (3) The reactants are Cl[C:2]1[CH:7]=[CH:6][N:5]2[C:8]([C:11]3[CH:16]=[CH:15][CH:14]=[CH:13][CH:12]=3)=[CH:9][N:10]=[C:4]2[C:3]=1[C:17]#[N:18].C([O-])([O-])=O.[K+].[K+].C1([CH:31]([B-](F)(F)F)[N:32]2[CH2:37][CH2:36][CH2:35][CH2:34][CH2:33]2)C=CC=CC=1.[K+]. The catalyst is O1CCOCC1.CN(C=O)C.C1C=CC([P]([Pd]([P](C2C=CC=CC=2)(C2C=CC=CC=2)C2C=CC=CC=2)([P](C2C=CC=CC=2)(C2C=CC=CC=2)C2C=CC=CC=2)[P](C2C=CC=CC=2)(C2C=CC=CC=2)C2C=CC=CC=2)(C2C=CC=CC=2)C2C=CC=CC=2)=CC=1. The product is [C:11]1([C:8]2[N:5]3[CH:6]=[CH:7][C:2]([CH2:31][N:32]4[CH2:33][CH2:34][CH:35]([C:11]5[CH:16]=[CH:15][CH:14]=[CH:13][CH:12]=5)[CH2:36][CH2:37]4)=[C:3]([C:17]#[N:18])[C:4]3=[N:10][CH:9]=2)[CH:16]=[CH:15][CH:14]=[CH:13][CH:12]=1. The yield is 0.310. (4) The reactants are [C:1]([O:5][C:6]([C:8]1[CH:9]=[C:10]([S:15]([NH2:18])(=[O:17])=[O:16])[CH:11]=[CH:12][C:13]=1[OH:14])=[O:7])([CH3:4])([CH3:3])[CH3:2].[Cl:19][C:20]1[CH:21]=[C:22]([NH:36][C:37](OC2C=CC=CC=2)=[O:38])[C:23](=[CH:34][CH:35]=1)[C:24]([O:26][CH2:27][C:28]1[CH:33]=[CH:32][CH:31]=[CH:30][CH:29]=1)=[O:25]. No catalyst specified. The product is [C:1]([O:5][C:6]([C:8]1[CH:9]=[C:10]([S:15]([NH:18][C:37]([NH:36][C:22]2[CH:21]=[C:20]([Cl:19])[CH:35]=[CH:34][C:23]=2[C:24]([O:26][CH2:27][C:28]2[CH:33]=[CH:32][CH:31]=[CH:30][CH:29]=2)=[O:25])=[O:38])(=[O:16])=[O:17])[CH:11]=[CH:12][C:13]=1[OH:14])=[O:7])([CH3:4])([CH3:2])[CH3:3]. The yield is 0.930. (5) The reactants are CS([C:5]1[N:10]=[C:9]([N:11]2[C:15]3[CH:16]=[CH:17][CH:18]=[CH:19][C:14]=3[N:13]=[N:12]2)[CH:8]=[CH:7][N:6]=1)(=O)=O.CN1C(=O)CCC1.C(N(C(C)C)CC)(C)C.[NH2:36][CH:37]1[CH2:42][CH2:41][CH:40]([NH:43][C:44](=[O:48])[CH2:45][O:46][CH3:47])[CH2:39][CH2:38]1. The catalyst is C(Cl)Cl.CCOC(C)=O.CCCCCC.O. The product is [N:11]1([C:9]2[CH:8]=[CH:7][N:6]=[C:5]([NH:36][C@H:37]3[CH2:42][CH2:41][C@H:40]([NH:43][C:44](=[O:48])[CH2:45][O:46][CH3:47])[CH2:39][CH2:38]3)[N:10]=2)[C:15]2[CH:16]=[CH:17][CH:18]=[CH:19][C:14]=2[N:13]=[N:12]1. The yield is 0.630. (6) The reactants are [CH3:1][C:2]1[C:12]([N+:13]([O-:15])=[O:14])=[CH:11][C:10]([N+:16]([O-:18])=[O:17])=[CH:9][C:3]=1[C:4]([O:6][CH2:7][CH3:8])=[O:5].C[C:20]([N:22]([CH3:24])[CH3:23])=O. The catalyst is CN(C=O)C. The product is [CH3:20][N:22]([CH3:24])/[CH:23]=[CH:1]/[C:2]1[C:12]([N+:13]([O-:15])=[O:14])=[CH:11][C:10]([N+:16]([O-:18])=[O:17])=[CH:9][C:3]=1[C:4]([O:6][CH2:7][CH3:8])=[O:5]. The yield is 0.480.